From a dataset of Orexin1 receptor HTS with 218,158 compounds and 233 confirmed actives. Binary Classification. Given a drug SMILES string, predict its activity (active/inactive) in a high-throughput screening assay against a specified biological target. The compound is O(CC(=O)N1CCc2c1cccc2)C(=O)CNC(=O)c1ccc(OC)cc1. The result is 0 (inactive).